From a dataset of Catalyst prediction with 721,799 reactions and 888 catalyst types from USPTO. Predict which catalyst facilitates the given reaction. (1) Reactant: [NH2:1][C:2]1[N:7]=[C:6]([O:8][C:9]2[CH:10]=[C:11]3[C:16](=[CH:17][CH:18]=2)[C:15]([C:19](O)=[O:20])=[CH:14][CH:13]=[CH:12]3)[CH:5]=[CH:4][N:3]=1.CCN(CC)CC.[F:29][C:30]1[CH:36]=[CH:35][C:33]([NH2:34])=[CH:32][C:31]=1[C:37]([F:40])([F:39])[F:38].CCCP(=O)=O. Product: [F:29][C:30]1[CH:36]=[CH:35][C:33]([NH:34][C:19]([C:15]2[C:16]3[C:11](=[CH:10][C:9]([O:8][C:6]4[CH:5]=[CH:4][N:3]=[C:2]([NH2:1])[N:7]=4)=[CH:18][CH:17]=3)[CH:12]=[CH:13][CH:14]=2)=[O:20])=[CH:32][C:31]=1[C:37]([F:38])([F:39])[F:40]. The catalyst class is: 239. (2) Reactant: [CH2:1]([O:8][C:9]1[CH:10]=[C:11]([C:15]2([F:27])[CH2:20][CH2:19][N:18]([CH2:21][CH2:22][C:23]([O:25]C)=O)[CH2:17][CH2:16]2)[CH:12]=[CH:13][CH:14]=1)[C:2]1[CH:7]=[CH:6][CH:5]=[CH:4][CH:3]=1.[CH2:28]([Mg]Cl)[C:29]1[CH:34]=[CH:33][CH:32]=[CH:31][CH:30]=1. Product: [CH2:1]([O:8][C:9]1[CH:10]=[C:11]([C:15]2([F:27])[CH2:20][CH2:19][N:18]([CH2:21][CH2:22][C:23]([CH2:1][C:2]3[CH:7]=[CH:6][CH:5]=[CH:4][CH:3]=3)([CH2:28][C:29]3[CH:34]=[CH:33][CH:32]=[CH:31][CH:30]=3)[OH:25])[CH2:17][CH2:16]2)[CH:12]=[CH:13][CH:14]=1)[C:2]1[CH:3]=[CH:4][CH:5]=[CH:6][CH:7]=1. The catalyst class is: 1. (3) Reactant: [CH3:1][C:2]1[CH:11]=[CH:10][C:9]2[C:4](=[CH:5][C:6]([OH:12])=[CH:7][CH:8]=2)[N:3]=1.C([O-])([O-])=O.[Cs+].[Cs+].[CH3:19][C@@H:20]1[CH2:22][O:21]1. Product: [CH3:1][C:2]1[CH:11]=[CH:10][C:9]2[C:4](=[CH:5][C:6]([O:12][CH2:19][C@H:20]([OH:21])[CH3:22])=[CH:7][CH:8]=2)[N:3]=1. The catalyst class is: 3. (4) Reactant: [O:1]([CH2:8][CH:9]1[CH2:14][C:13](=[O:15])[CH:12]=[CH:11][O:10]1)[C:2]1[CH:7]=[CH:6][CH:5]=[CH:4][CH:3]=1. Product: [O:1]([CH2:8][CH:9]1[CH2:14][C:13](=[O:15])[CH2:12][CH2:11][O:10]1)[C:2]1[CH:7]=[CH:6][CH:5]=[CH:4][CH:3]=1. The catalyst class is: 78. (5) Reactant: [CH3:1][C:2]1([CH:6]2[C:15]3[C:10](=[CH:11][CH:12]=[CH:13][CH:14]=3)[NH:9][C:8](=O)[CH2:7]2)[CH2:5][O:4][CH2:3]1.O1CCCC1.B. Product: [CH3:1][C:2]1([CH:6]2[C:15]3[C:10](=[CH:11][CH:12]=[CH:13][CH:14]=3)[NH:9][CH2:8][CH2:7]2)[CH2:3][O:4][CH2:5]1. The catalyst class is: 1. (6) Product: [Br:1][C:2]1[N:10]([CH2:15][C:16]2[CH:21]=[CH:20][C:19]([Cl:22])=[CH:18][CH:17]=2)[C:9]2[C:8](=[O:11])[NH:7][C:6](=[O:12])[N:5]([CH3:13])[C:4]=2[N:3]=1. Reactant: [Br:1][C:2]1[NH:10][C:9]2[C:8](=[O:11])[NH:7][C:6](=[O:12])[N:5]([CH3:13])[C:4]=2[N:3]=1.Br[CH2:15][C:16]1[CH:21]=[CH:20][C:19]([Cl:22])=[CH:18][CH:17]=1.C(=O)([O-])[O-].[K+].[K+]. The catalyst class is: 39. (7) Product: [NH2:21][CH2:20][CH2:19][N:16]1[CH2:17][CH2:18][N:13]([C:6]2[C:5]3[C:10](=[CH:11][CH:12]=[C:3]([O:2][CH3:1])[N:4]=3)[N:9]=[CH:8][CH:7]=2)[CH2:14][C:15]1=[O:32]. Reactant: [CH3:1][O:2][C:3]1[N:4]=[C:5]2[C:10](=[CH:11][CH:12]=1)[N:9]=[CH:8][CH:7]=[C:6]2[N:13]1[CH2:18][CH2:17][N:16]([CH2:19][CH2:20][N:21]2C(=O)C3C(=CC=CC=3)C2=O)[C:15](=[O:32])[CH2:14]1.O.NN. The catalyst class is: 14.